This data is from Catalyst prediction with 721,799 reactions and 888 catalyst types from USPTO. The task is: Predict which catalyst facilitates the given reaction. (1) Reactant: [CH:1]1([CH2:4][OH:5])[CH2:3][CH2:2]1.[H-].[Na+].[Br:8][C:9]1[CH:15]=[CH:14][C:12]([NH2:13])=[C:11]([N+:16]([O-:18])=[O:17])[C:10]=1F. Product: [Br:8][C:9]1[CH:15]=[CH:14][C:12]([NH2:13])=[C:11]([N+:16]([O-:18])=[O:17])[C:10]=1[O:5][CH2:4][CH:1]1[CH2:3][CH2:2]1. The catalyst class is: 7. (2) Reactant: [CH3:1][C:2]([O:5][C:6]([NH:8][C:9]([NH:18][C:19](=[O:25])[O:20][C:21]([CH3:24])([CH3:23])[CH3:22])=[N:10]S(C(F)(F)F)(=O)=O)=[O:7])([CH3:4])[CH3:3].C(N(CC)CC)C.[CH3:33][C:34]1[N:39]=[C:38](N)[CH:37]=[CH:36][C:35]=1[S:41][CH3:42].CN(C)CCN. Product: [CH3:33][C:34]1[N:39]=[C:38]([NH:10]/[C:9](/[NH:8][C:6](=[O:7])[O:5][C:2]([CH3:1])([CH3:3])[CH3:4])=[N:18]/[C:19](=[O:25])[O:20][C:21]([CH3:22])([CH3:23])[CH3:24])[CH:37]=[CH:36][C:35]=1[S:41][CH3:42]. The catalyst class is: 2.